From a dataset of hERG potassium channel inhibition data for cardiac toxicity prediction from Karim et al.. Regression/Classification. Given a drug SMILES string, predict its toxicity properties. Task type varies by dataset: regression for continuous values (e.g., LD50, hERG inhibition percentage) or binary classification for toxic/non-toxic outcomes (e.g., AMES mutagenicity, cardiotoxicity, hepatotoxicity). Dataset: herg_karim. (1) The molecule is N#Cc1cccc([C@]2(O)CC[C@@H](N3CC(NC(=O)CNC(=O)c4cccc(C(F)(F)F)c4)C3)CC2)c1. The result is 1 (blocker). (2) The molecule is O=C(CNC(=O)c1cccc(C(F)(F)F)c1)NC1CN(C2CCC(F)(c3ccccc3)CC2)C1. The result is 1 (blocker). (3) The molecule is CN1CC2CCCC[C@]2(c2ccc(Cl)c(Cl)c2)C1. The result is 1 (blocker). (4) The result is 0 (non-blocker). The molecule is Cn1nc(NCC(=O)NC2CN(C3CCC(C#N)CC3)C2)c2cc(C(F)(F)F)ccc21. (5) The drug is CCCCCCCN(CC)CC#CCc1ccc(C)cc1. The result is 1 (blocker). (6) The drug is O=c1ccc2ncc(F)c3c2n1CC3(O)CC12CCC(NCc3cc(-c4cccs4)on3)(CC1)CO2. The result is 1 (blocker). (7) The result is 1 (blocker). The compound is Fc1ccc2c([C@@H]3C[NH2+]CC[C@@H]3F)c(-c3cccc4ccccc34)[nH]c2c1.